This data is from Full USPTO retrosynthesis dataset with 1.9M reactions from patents (1976-2016). The task is: Predict the reactants needed to synthesize the given product. (1) Given the product [N+:1]([C:4]1[CH:5]=[CH:6][C:7]([C:8]2[O:9][CH:15]=[CH:16][N:17]=2)=[CH:10][CH:11]=1)([O-:3])=[O:2], predict the reactants needed to synthesize it. The reactants are: [N+:1]([C:4]1[CH:11]=[CH:10][C:7]([CH:8]=[O:9])=[CH:6][CH:5]=1)([O-:3])=[O:2].C(O[CH:15](OCC)[CH2:16][NH2:17])C.O=P12OP3(OP(OP(O3)(O1)=O)(=O)O2)=O.[OH-].[NH4+]. (2) Given the product [F:28][CH:27]([F:29])[O:19][C:16]1[CH:17]=[CH:18][C:3]2[CH:2]([CH3:1])[CH2:8][N:7]([C:9](=[O:14])[C:10]([F:13])([F:11])[F:12])[CH2:6][CH2:5][C:4]=2[N:15]=1, predict the reactants needed to synthesize it. The reactants are: [CH3:1][CH:2]1[CH2:8][N:7]([C:9](=[O:14])[C:10]([F:13])([F:12])[F:11])[CH2:6][CH2:5][C:4]2[N:15]=[C:16]([OH:19])[CH:17]=[CH:18][C:3]1=2.C([O-])([O-])=O.[K+].[K+].Cl[C:27](C(O[Na])=O)([F:29])[F:28].C([O-])(O)=O.[Na+]. (3) Given the product [C:31]([O:30][C:29]([NH:28][C@H:23]1[CH2:24][CH2:25][CH2:26][CH2:27][C@H:22]1[NH:21][C:2]1[N:7]=[C:6]([CH3:8])[C:5]([C:9]([O:11][CH3:12])=[O:10])=[C:4]([NH:13][C:14]2[CH:15]=[C:16]([CH3:20])[CH:17]=[CH:18][CH:19]=2)[N:3]=1)=[O:35])([CH3:34])([CH3:32])[CH3:33], predict the reactants needed to synthesize it. The reactants are: Cl[C:2]1[N:7]=[C:6]([CH3:8])[C:5]([C:9]([O:11][CH3:12])=[O:10])=[C:4]([NH:13][C:14]2[CH:15]=[C:16]([CH3:20])[CH:17]=[CH:18][CH:19]=2)[N:3]=1.[NH2:21][C@@H:22]1[CH2:27][CH2:26][CH2:25][CH2:24][C@@H:23]1[NH:28][C:29](=[O:35])[O:30][C:31]([CH3:34])([CH3:33])[CH3:32].C(N(CC)CC)C. (4) Given the product [C:64]1([C:68]2[CH:73]=[CH:72][CH:71]=[CH:70][CH:69]=2)[CH:65]=[CH:66][CH:67]=[C:62]([N:52]2[C:53]3[N:60]=[CH:59][C:58]([F:61])=[CH:57][C:54]=3[C:55](=[O:56])[N:50]([C@@H:47]3[CH2:48][CH2:49][C@H:44]([NH:43][C:6](=[O:7])[CH2:5][CH2:4][CH2:3][N:2]([CH3:9])[CH3:1])[CH2:45][CH2:46]3)[C:51]2=[O:74])[CH:63]=1, predict the reactants needed to synthesize it. The reactants are: [CH3:1][N:2]([CH3:9])[CH2:3][CH2:4][CH2:5][C:6](O)=[O:7].C(N(CC)C(C)C)(C)C.CN(C(ON1N=NC2C=CC=NC1=2)=[N+](C)C)C.F[P-](F)(F)(F)(F)F.[NH2:43][C@@H:44]1[CH2:49][CH2:48][C@H:47]([N:50]2[C:55](=[O:56])[C:54]3[CH:57]=[C:58]([F:61])[CH:59]=[N:60][C:53]=3[N:52]([C:62]3[CH:63]=[C:64]([C:68]4[CH:73]=[CH:72][CH:71]=[CH:70][CH:69]=4)[CH:65]=[CH:66][CH:67]=3)[C:51]2=[O:74])[CH2:46][CH2:45]1. (5) Given the product [N:31]1([CH2:38][C:39]2[CH:47]=[CH:46][C:42]([CH2:43][CH2:2][CH2:1][NH:3][C:4]3[C:5]([CH:13]4[CH2:22][CH2:21][C:20]5[CH:19]=[C:18]([OH:23])[CH:17]=[CH:16][C:15]=5[CH2:14]4)=[CH:6][C:7]4[O:11][CH2:10][O:9][C:8]=4[CH:12]=3)=[CH:41][CH:40]=2)[CH2:37][CH2:36][CH2:35][CH2:34][CH2:33][CH2:32]1, predict the reactants needed to synthesize it. The reactants are: [CH2:1]([NH:3][C:4]1[C:5]([CH:13]2[CH2:22][CH2:21][C:20]3[CH:19]=[C:18]([O:23]C(=O)C(C)(C)C)[CH:17]=[CH:16][C:15]=3[CH2:14]2)=[CH:6][C:7]2[O:11][CH2:10][O:9][C:8]=2[CH:12]=1)[CH3:2].Cl.[N:31]1([CH2:38][C:39]2[CH:47]=[CH:46][C:42]([C:43](O)=O)=[CH:41][CH:40]=2)[CH2:37][CH2:36][CH2:35][CH2:34][CH2:33][CH2:32]1. (6) Given the product [CH3:1][N:2]([CH3:34])[C@@H:3]1[CH2:7][CH2:6][N:5]([C:8]2[CH:13]=[CH:12][C:11]([N:14]3[CH2:23][CH2:22][C:21]4[C:16](=[CH:17][CH:18]=[C:19]([C:39]5[CH:40]=[CH:41][C:36]([F:35])=[CH:37][CH:38]=5)[CH:20]=4)[C:15]3=[O:32])=[CH:10][C:9]=2[F:33])[CH2:4]1, predict the reactants needed to synthesize it. The reactants are: [CH3:1][N:2]([CH3:34])[C@@H:3]1[CH2:7][CH2:6][N:5]([C:8]2[CH:13]=[CH:12][C:11]([N:14]3[CH2:23][CH2:22][C:21]4[C:16](=[CH:17][CH:18]=[C:19](OS(C(F)(F)F)(=O)=O)[CH:20]=4)[C:15]3=[O:32])=[CH:10][C:9]=2[F:33])[CH2:4]1.[F:35][C:36]1[CH:41]=[CH:40][C:39](B(O)O)=[CH:38][CH:37]=1.